Dataset: Reaction yield outcomes from USPTO patents with 853,638 reactions. Task: Predict the reaction yield, written as a fraction of the theoretical maximum amount of product (1.0 means a 100% yield; for example, 0.34 means a 34% yield). (1) The reactants are [CH3:1][C:2]1[C:11]2[C:6](=[CH:7][CH:8]=[CH:9][CH:10]=2)[CH:5]=[N:4][C:3]=1[N:12]([CH2:25][C:26]1[CH:31]=[CH:30][C:29]([O:32][C:33]([F:36])([F:35])[F:34])=[CH:28][CH:27]=1)[S:13]([C:16]1[CH:24]=[CH:23][C:19]([C:20]([O-:22])=O)=[CH:18][CH:17]=1)(=[O:15])=[O:14].[Na+].[Cl-].[NH4+].C([N:43](CC)C(C)C)(C)C.C[NH3+].F[P-](F)(F)(F)(F)F.N1(OC(N(C)C)=[N+](C)C)C2N=CC=CC=2N=N1.F[P-](F)(F)(F)(F)F.C(=O)([O-])O.[Na+]. The catalyst is CN(C)C(=O)C. The product is [CH3:1][C:2]1[C:11]2[C:6](=[CH:7][CH:8]=[CH:9][CH:10]=2)[CH:5]=[N:4][C:3]=1[N:12]([CH2:25][C:26]1[CH:31]=[CH:30][C:29]([O:32][C:33]([F:35])([F:36])[F:34])=[CH:28][CH:27]=1)[S:13]([C:16]1[CH:24]=[CH:23][C:19]([C:20]([NH2:43])=[O:22])=[CH:18][CH:17]=1)(=[O:15])=[O:14]. The yield is 0.270. (2) The reactants are C[O:2][C:3]([C:5]1[N:6](C(OC(C)(C)C)=O)[C:7]2[C:12]([CH:13]=1)=[C:11]([CH2:14][N:15]1[CH:19]=[CH:18][N:17]=[CH:16]1)[CH:10]=[CH:9][CH:8]=2)=[O:4].[OH-].[Na+].Cl. The catalyst is C1COCC1. The product is [N:15]1([CH2:14][C:11]2[CH:10]=[CH:9][CH:8]=[C:7]3[C:12]=2[CH:13]=[C:5]([C:3]([OH:4])=[O:2])[NH:6]3)[CH:19]=[CH:18][N:17]=[CH:16]1. The yield is 0.270. (3) The reactants are [F:1][CH:2]1[C:6](=O)[N:5]([C@@H:8]([C:10]2[CH:15]=[CH:14][CH:13]=[CH:12][CH:11]=2)[CH3:9])[CH2:4][C@@:3]1([CH3:23])[C:16]([O:18][C:19]([CH3:22])([CH3:21])[CH3:20])=[O:17].B. The catalyst is O1CCCC1. The product is [F:1][CH:2]1[CH2:6][N:5]([C@@H:8]([C:10]2[CH:11]=[CH:12][CH:13]=[CH:14][CH:15]=2)[CH3:9])[CH2:4][C@@:3]1([CH3:23])[C:16]([O:18][C:19]([CH3:22])([CH3:21])[CH3:20])=[O:17]. The yield is 0.990. (4) The reactants are [C:1]([O:5][C:6]([N:8]1[CH2:13][CH2:12][C:11]([C:17]2[CH:22]=[CH:21][C:20]([Cl:23])=[CH:19][CH:18]=2)([C:14]([OH:16])=[O:15])[CH2:10][CH2:9]1)=[O:7])([CH3:4])([CH3:3])[CH3:2].[CH:24]1C=CC=CC=1.C[Si](C=[N+]=[N-])(C)C. The catalyst is CO. The product is [CH3:24][O:15][C:14]([C:11]1([C:17]2[CH:22]=[CH:21][C:20]([Cl:23])=[CH:19][CH:18]=2)[CH2:10][CH2:9][N:8]([C:6]([O:5][C:1]([CH3:4])([CH3:2])[CH3:3])=[O:7])[CH2:13][CH2:12]1)=[O:16]. The yield is 0.880. (5) The reactants are [NH2:1][C:2]1[N:7]=[CH:6][N:5]=[C:4]2[N:8]([CH2:25][C@H:26]3[CH2:30][CH2:29][CH2:28][N:27]3[C:31](=[O:35])[CH2:32][C:33]#[N:34])[N:9]=[C:10]([C:11]3[CH:16]=[CH:15][C:14]([O:17][C:18]4[CH:23]=[CH:22][CH:21]=[CH:20][CH:19]=4)=[CH:13][C:12]=3[F:24])[C:3]=12.N1CCCCC1.[CH3:42][C:43]([N:47]1[CH2:52][CH2:51][CH2:50][CH2:49][CH2:48]1)([CH3:46])[CH:44]=O. The catalyst is C(O)C. The product is [NH2:1][C:2]1[N:7]=[CH:6][N:5]=[C:4]2[N:8]([CH2:25][C@H:26]3[CH2:30][CH2:29][CH2:28][N:27]3[C:31]([C:32](=[CH:42][C:43]([CH3:46])([N:47]3[CH2:52][CH2:51][CH2:50][CH2:49][CH2:48]3)[CH3:44])[C:33]#[N:34])=[O:35])[N:9]=[C:10]([C:11]3[CH:16]=[CH:15][C:14]([O:17][C:18]4[CH:19]=[CH:20][CH:21]=[CH:22][CH:23]=4)=[CH:13][C:12]=3[F:24])[C:3]=12. The yield is 0.0800. (6) The reactants are [CH:1]1([NH:8][C:9]2[CH:19]=[CH:18][C:12]([C:13]([O:15][CH2:16][CH3:17])=[O:14])=[CH:11][C:10]=2[N+:20]([O-])=O)[CH2:7][CH2:6][CH2:5][CH2:4][CH2:3][CH2:2]1.[H][H]. The catalyst is [OH-].[OH-].[Pd+2]. The product is [NH2:20][C:10]1[CH:11]=[C:12]([CH:18]=[CH:19][C:9]=1[NH:8][CH:1]1[CH2:7][CH2:6][CH2:5][CH2:4][CH2:3][CH2:2]1)[C:13]([O:15][CH2:16][CH3:17])=[O:14]. The yield is 0.860.